From a dataset of Forward reaction prediction with 1.9M reactions from USPTO patents (1976-2016). Predict the product of the given reaction. Given the reactants C([Si](C(C)C)(C(C)C)[O:5][CH2:6][CH2:7][S:8][C:9]1[CH:14]=[CH:13][CH:12]=[CH:11][C:10]=1[C:15]1[N:19]2[CH:20]=[C:21]([O:24][C@H:25]3[C:34]4[C:29](=[CH:30][CH:31]=[CH:32][CH:33]=4)[C@@H:28]([NH2:35])[CH2:27][CH2:26]3)[CH:22]=[CH:23][C:18]2=[N:17][N:16]=1)(C)C.ClC(Cl)(Cl)C[O:45][C:46](=O)[NH:47][C:48]1[N:49]([C:57]2[CH:62]=[CH:61][C:60]([O:63][Si](C(C)C)(C(C)C)C(C)C)=[C:59]([Cl:74])[CH:58]=2)[N:50]=[C:51]([C:53]([CH3:56])([CH3:55])[CH3:54])[CH:52]=1.C(N(C(C)C)CC)(C)C, predict the reaction product. The product is: [C:53]([C:51]1[CH:52]=[C:48]([NH:47][C:46]([NH:35][C@@H:28]2[C:29]3[C:34](=[CH:33][CH:32]=[CH:31][CH:30]=3)[C@H:25]([O:24][C:21]3[CH:22]=[CH:23][C:18]4[N:19]([C:15]([C:10]5[CH:11]=[CH:12][CH:13]=[CH:14][C:9]=5[S:8][CH2:7][CH2:6][OH:5])=[N:16][N:17]=4)[CH:20]=3)[CH2:26][CH2:27]2)=[O:45])[N:49]([C:57]2[CH:62]=[CH:61][C:60]([OH:63])=[C:59]([Cl:74])[CH:58]=2)[N:50]=1)([CH3:56])([CH3:54])[CH3:55].